Predict the product of the given reaction. From a dataset of Forward reaction prediction with 1.9M reactions from USPTO patents (1976-2016). (1) Given the reactants [F:1][C:2]1[CH:18]=[CH:17][CH:16]=[CH:15][C:3]=1[CH2:4][C:5]1[C:9]([C:10]([O:12]CC)=[O:11])=[CH:8][NH:7][N:6]=1.[OH-].[Li+].C1COCC1, predict the reaction product. The product is: [F:1][C:2]1[CH:18]=[CH:17][CH:16]=[CH:15][C:3]=1[CH2:4][C:5]1[C:9]([C:10]([OH:12])=[O:11])=[CH:8][NH:7][N:6]=1. (2) Given the reactants [F:1][C:2]1[CH:3]=[C:4]2[C:9](=[CH:10][CH:11]=1)[C@H:8]([CH:12]([CH3:14])[CH3:13])[C@:7]([CH2:16][CH2:17][N:18]([CH3:33])[CH2:19][CH2:20][CH2:21][NH:22][C:23](=O)[C:24]([CH2:29][O:30][CH3:31])([CH3:28])[CH2:25][O:26][CH3:27])([OH:15])[CH2:6][CH2:5]2, predict the reaction product. The product is: [F:1][C:2]1[CH:3]=[C:4]2[C:9](=[CH:10][CH:11]=1)[C@H:8]([CH:12]([CH3:14])[CH3:13])[C@:7]([CH2:16][CH2:17][N:18]([CH2:19][CH2:20][CH2:21][NH:22][CH2:23][C:24]([CH2:25][O:26][CH3:27])([CH3:28])[CH2:29][O:30][CH3:31])[CH3:33])([OH:15])[CH2:6][CH2:5]2. (3) Given the reactants [C:1]1(B(O)O)[CH:6]=[CH:5][CH:4]=[CH:3][CH:2]=1.[NH2:10][C:11]1[CH:15]=[CH:14][S:13][C:12]=1[C:16]([O:18][CH3:19])=[O:17].O.O=[CH:22][C:23]([OH:25])=[O:24], predict the reaction product. The product is: [CH3:19][O:18][C:16]([C:12]1[S:13][CH:14]=[CH:15][C:11]=1[NH:10][CH:22]([C:1]1[CH:6]=[CH:5][CH:4]=[CH:3][CH:2]=1)[C:23]([OH:25])=[O:24])=[O:17]. (4) Given the reactants Cl.[NH2:2][CH:3]1[C:11]2[C:6](=[CH:7][C:8]([S:12]([NH2:15])(=[O:14])=[O:13])=[CH:9][CH:10]=2)[CH2:5][CH2:4]1.C(N(CC)CC)C.[I:23][C:24]1[CH:32]=[CH:31][C:27]([C:28](Cl)=[O:29])=[CH:26][CH:25]=1, predict the reaction product. The product is: [I:23][C:24]1[CH:32]=[CH:31][C:27]([C:28]([NH:2][CH:3]2[C:11]3[C:6](=[CH:7][C:8]([S:12](=[O:13])(=[O:14])[NH2:15])=[CH:9][CH:10]=3)[CH2:5][CH2:4]2)=[O:29])=[CH:26][CH:25]=1. (5) Given the reactants [CH3:1][C:2]1[O:6][N:5]=[C:4]([C:7]2[CH:12]=[CH:11][CH:10]=[CH:9][CH:8]=2)[C:3]=1[CH2:13][NH:14][C:15]1[CH:23]=[CH:22][C:18]([C:19]([OH:21])=O)=[CH:17][N:16]=1.F[B-](F)(F)F.N1(OC(N(C)C)=[N+](C)C)C2C=CC=CC=2N=N1.C(N(CC)C(C)C)(C)C.[CH2:55]([CH2:57][NH2:58])[OH:56], predict the reaction product. The product is: [OH:56][CH2:55][CH2:57][NH:58][C:19](=[O:21])[C:18]1[CH:22]=[CH:23][C:15]([NH:14][CH2:13][C:3]2[C:4]([C:7]3[CH:8]=[CH:9][CH:10]=[CH:11][CH:12]=3)=[N:5][O:6][C:2]=2[CH3:1])=[N:16][CH:17]=1. (6) Given the reactants Br[C:2]1[C:3](=[O:28])[NH:4][C:5](=[O:27])[N:6]([CH2:8][CH2:9][CH2:10][N:11]2[CH2:16][C@H:15]3[C@:13]([C:17]4[CH:22]=[CH:21][C:20]([C:23]([F:26])([F:25])[F:24])=[CH:19][CH:18]=4)([CH2:14]3)[CH2:12]2)[N:7]=1.[CH3:29][C:30]1[S:31][C:32](B2OC(C)(C)C(C)(C)O2)=[C:33]([CH3:35])[N:34]=1.C(=O)([O-])[O-].[Na+].[Na+].C1(C2C=CC=CC=2)C=CC=CC=1P(C1CCCCC1)C1CCCCC1, predict the reaction product. The product is: [CH3:29][C:30]1[S:31][C:32]([C:2]2[C:3](=[O:28])[NH:4][C:5](=[O:27])[N:6]([CH2:8][CH2:9][CH2:10][N:11]3[CH2:16][C@H:15]4[C@:13]([C:17]5[CH:18]=[CH:19][C:20]([C:23]([F:26])([F:24])[F:25])=[CH:21][CH:22]=5)([CH2:14]4)[CH2:12]3)[N:7]=2)=[C:33]([CH3:35])[N:34]=1. (7) Given the reactants [CH3:1][O:2][C:3](=[O:29])[C:4]1[CH:9]=[CH:8][C:7]([CH2:10][N:11]([CH2:22][C:23]2[CH:28]=[CH:27][CH:26]=[CH:25][CH:24]=2)[S:12]([C:15]2[CH:20]=[CH:19][C:18](Cl)=[CH:17][CH:16]=2)(=[O:14])=[O:13])=[CH:6][CH:5]=1.Cl.C(NCC1C=CC(C(OC)=O)=CC=1)C1C=CC=CC=1.[F:50]C1C=CC(S(Cl)(=O)=O)=CC=1, predict the reaction product. The product is: [CH2:22]([N:11]([CH2:10][C:7]1[CH:8]=[CH:9][C:4]([C:3]([O:2][CH3:1])=[O:29])=[CH:5][CH:6]=1)[S:12]([C:15]1[CH:20]=[CH:19][C:18]([F:50])=[CH:17][CH:16]=1)(=[O:14])=[O:13])[C:23]1[CH:28]=[CH:27][CH:26]=[CH:25][CH:24]=1. (8) Given the reactants [CH2:1]([CH:8]1[CH2:12][CH2:11][CH2:10][N:9]1[C:13]1[N:22]=[CH:21][C:20]([Cl:23])=[CH:19][C:14]=1[C:15]([O:17]C)=[O:16])[C:2]1[CH:7]=[CH:6][CH:5]=[CH:4][CH:3]=1.O.[OH-].[Li+], predict the reaction product. The product is: [CH2:1]([CH:8]1[CH2:12][CH2:11][CH2:10][N:9]1[C:13]1[N:22]=[CH:21][C:20]([Cl:23])=[CH:19][C:14]=1[C:15]([OH:17])=[O:16])[C:2]1[CH:7]=[CH:6][CH:5]=[CH:4][CH:3]=1. (9) Given the reactants [OH:1][CH:2]([C:16]1[CH:17]=[C:18]2[C:23](=[CH:24][CH:25]=1)[N:22]=[CH:21][C:20]([N:26]1[CH2:31][CH2:30][O:29][CH2:28][CH2:27]1)=[N:19]2)[C:3]1[CH:8]=[CH:7][C:6]([NH:9][C:10](=[O:15])[C:11]([CH3:14])([CH3:13])[CH3:12])=[CH:5][CH:4]=1, predict the reaction product. The product is: [O:29]1[CH2:30][CH2:31][N:26]([C:20]2[CH:21]=[N:22][C:23]3[C:18]([N:19]=2)=[CH:17][C:16]([C:2]([C:3]2[CH:4]=[CH:5][C:6]([NH:9][C:10](=[O:15])[C:11]([CH3:13])([CH3:12])[CH3:14])=[CH:7][CH:8]=2)=[O:1])=[CH:25][CH:24]=3)[CH2:27][CH2:28]1.